This data is from Catalyst prediction with 721,799 reactions and 888 catalyst types from USPTO. The task is: Predict which catalyst facilitates the given reaction. Reactant: Cl[C:2]1[CH:10]=[CH:9][C:5]([C:6]([OH:8])=[O:7])=[CH:4][N:3]=1.O.[NH2:12][NH2:13].[OH-].[K+]. Product: [NH:12]([C:2]1[CH:10]=[CH:9][C:5]([C:6]([OH:8])=[O:7])=[CH:4][N:3]=1)[NH2:13]. The catalyst class is: 8.